From a dataset of Catalyst prediction with 721,799 reactions and 888 catalyst types from USPTO. Predict which catalyst facilitates the given reaction. (1) Reactant: Cl.[CH3:2][NH:3][C:4](=[O:28])[C:5]1[CH:10]=[C:9]([O:11][C:12]2[CH:27]=[CH:26][C:15]3[N:16]=[C:17]([NH:19][C@H:20]4[CH2:25][CH2:24][CH2:23][NH:22][CH2:21]4)[S:18][C:14]=3[CH:13]=2)[CH:8]=[CH:7][N:6]=1.CCN(C(C)C)C(C)C.[CH3:38][S:39](O[S:39]([CH3:38])(=[O:41])=[O:40])(=[O:41])=[O:40]. Product: [CH3:2][NH:3][C:4](=[O:28])[C:5]1[CH:10]=[C:9]([O:11][C:12]2[CH:27]=[CH:26][C:15]3[N:16]=[C:17]([NH:19][C@H:20]4[CH2:25][CH2:24][CH2:23][N:22]([S:39]([CH3:38])(=[O:41])=[O:40])[CH2:21]4)[S:18][C:14]=3[CH:13]=2)[CH:8]=[CH:7][N:6]=1. The catalyst class is: 37. (2) Reactant: [ClH:1].[OH:2][CH:3]([CH2:18][O:19][C:20]1[CH:25]=[CH:24][C:23](OC)=[CH:22][CH:21]=1)[CH2:4][NH:5][C:6]([CH3:17])([CH3:16])[CH2:7][C:8]1[CH:13]=[CH:12][C:11](OC)=[CH:10][CH:9]=1.OC(COC(C)C)CNC(C)(C)CC1C=CC(OC)=CC=1.Cl. Product: [ClH:1].[OH:2][CH:3]([CH2:18][O:19][C:20]1[CH:21]=[CH:22][CH:23]=[CH:24][CH:25]=1)[CH2:4][NH:5][C:6]([CH3:17])([CH3:16])[CH2:7][C:8]1[CH:13]=[CH:12][CH:11]=[CH:10][CH:9]=1. The catalyst class is: 27. (3) Reactant: [CH:1]([C:3]1[CH:4]=[C:5]([CH:10]=[CH:11][CH:12]=1)[C:6]([O:8][CH3:9])=[O:7])=O.Cl.[NH2:14][OH:15].N1C=CC=CC=1. Product: [OH:15][N:14]=[CH:1][C:3]1[CH:4]=[C:5]([CH:10]=[CH:11][CH:12]=1)[C:6]([O:8][CH3:9])=[O:7]. The catalyst class is: 14. (4) Reactant: [Cl:1][C:2]1[C:11]2[C:6](=[CH:7][C:8]([F:12])=[CH:9][CH:10]=2)[N:5]([CH2:13][CH:14]=O)[C:4](=[O:16])[CH:3]=1.[C:17]([O:21][C:22](=[O:41])[N:23]([CH2:30][C:31]1[CH:40]=[CH:39][C:34]2[O:35][CH2:36][CH2:37][O:38][C:33]=2[CH:32]=1)[CH:24]1[CH2:29][CH2:28][NH:27][CH2:26][CH2:25]1)([CH3:20])([CH3:19])[CH3:18].C(O[BH-](OC(=O)C)OC(=O)C)(=O)C.[Na+].C(=O)([O-])O.[Na+]. Product: [C:17]([O:21][C:22](=[O:41])[N:23]([CH2:30][C:31]1[CH:40]=[CH:39][C:34]2[O:35][CH2:36][CH2:37][O:38][C:33]=2[CH:32]=1)[CH:24]1[CH2:29][CH2:28][N:27]([CH2:14][CH2:13][N:5]2[C:6]3[C:11](=[CH:10][CH:9]=[C:8]([F:12])[CH:7]=3)[C:2]([Cl:1])=[CH:3][C:4]2=[O:16])[CH2:26][CH2:25]1)([CH3:20])([CH3:18])[CH3:19]. The catalyst class is: 671. (5) Reactant: [H-].[Na+].[NH2:3][C:4]1[N:9]=[C:8]([O:10][CH3:11])[NH:7][C:6](=O)[CH:5]=1.[Br-].[Li+].[C:15]([O:18][CH2:19][CH2:20][CH2:21][CH2:22]Br)(=[O:17])[CH3:16]. Product: [NH2:3][C:4]1[N:9]=[C:8]([O:10][CH3:11])[N:7]=[C:6]([CH2:22][CH2:21][CH2:20][CH2:19][O:18][C:15](=[O:17])[CH3:16])[CH:5]=1. The catalyst class is: 3. (6) Reactant: C[O:2][C:3]([C:5]1[CH:10]=[CH:9][CH:8]=[CH:7][C:6]=1[NH:11][C:12]1[N:16]([C:17]2[CH:22]=[CH:21][CH:20]=[CH:19][C:18]=2[CH3:23])[N:15]=[C:14]([CH3:24])[C:13]=1[C:25]1[CH:26]=[C:27]2[C:32](=[C:33]([F:36])[C:34]=1[F:35])[N:31]=[CH:30][CH:29]=[N:28]2)=[O:4].[OH-].[Na+].Cl. Product: [F:35][C:34]1[C:33]([F:36])=[C:32]2[C:27]([N:28]=[CH:29][CH:30]=[N:31]2)=[CH:26][C:25]=1[C:13]1[C:14]([CH3:24])=[N:15][N:16]([C:17]2[CH:22]=[CH:21][CH:20]=[CH:19][C:18]=2[CH3:23])[C:12]=1[NH:11][C:6]1[CH:7]=[CH:8][CH:9]=[CH:10][C:5]=1[C:3]([OH:4])=[O:2]. The catalyst class is: 38. (7) Reactant: Cl.[Cl:2][C:3]1[N:4]=[CH:5][C:6]2[C:11]([CH:12]=1)=[CH:10][C:9]([C@H:13]([NH2:15])[CH3:14])=[CH:8][CH:7]=2.C(N(CC)CC)C.[C:23](O[C:23]([O:25][C:26]([CH3:29])([CH3:28])[CH3:27])=[O:24])([O:25][C:26]([CH3:29])([CH3:28])[CH3:27])=[O:24]. Product: [C:26]([O:25][C:23](=[O:24])[NH:15][C@@H:13]([C:9]1[CH:10]=[C:11]2[C:6](=[CH:7][CH:8]=1)[CH:5]=[N:4][C:3]([Cl:2])=[CH:12]2)[CH3:14])([CH3:29])([CH3:28])[CH3:27]. The catalyst class is: 4.